Dataset: Peptide-MHC class I binding affinity with 185,985 pairs from IEDB/IMGT. Task: Regression. Given a peptide amino acid sequence and an MHC pseudo amino acid sequence, predict their binding affinity value. This is MHC class I binding data. The peptide sequence is ELRSLYNTV. The MHC is HLA-A31:01 with pseudo-sequence HLA-A31:01. The binding affinity (normalized) is 0.